This data is from Merck oncology drug combination screen with 23,052 pairs across 39 cell lines. The task is: Regression. Given two drug SMILES strings and cell line genomic features, predict the synergy score measuring deviation from expected non-interaction effect. (1) Drug 1: O=C(CCCCCCC(=O)Nc1ccccc1)NO. Drug 2: COC1CC2CCC(C)C(O)(O2)C(=O)C(=O)N2CCCCC2C(=O)OC(C(C)CC2CCC(OP(C)(C)=O)C(OC)C2)CC(=O)C(C)C=C(C)C(O)C(OC)C(=O)C(C)CC(C)C=CC=CC=C1C. Cell line: OV90. Synergy scores: synergy=21.5. (2) Cell line: EFM192B. Synergy scores: synergy=-39.7. Drug 1: O=c1[nH]cc(F)c(=O)[nH]1. Drug 2: Cn1nnc2c(C(N)=O)ncn2c1=O. (3) Drug 1: O=c1[nH]cc(F)c(=O)[nH]1. Drug 2: CCc1cnn2c(NCc3ccc[n+]([O-])c3)cc(N3CCCCC3CCO)nc12. Cell line: SKMEL30. Synergy scores: synergy=-96.6. (4) Drug 1: Nc1ccn(C2OC(CO)C(O)C2(F)F)c(=O)n1. Drug 2: CCc1cnn2c(NCc3ccc[n+]([O-])c3)cc(N3CCCCC3CCO)nc12. Cell line: SKOV3. Synergy scores: synergy=-17.8. (5) Drug 1: N#Cc1ccc(Cn2cncc2CN2CCN(c3cccc(Cl)c3)C(=O)C2)cc1. Drug 2: O=C(CCCCCCC(=O)Nc1ccccc1)NO. Cell line: ZR751. Synergy scores: synergy=-7.60. (6) Drug 1: O=P1(N(CCCl)CCCl)NCCCO1. Drug 2: CCc1cnn2c(NCc3ccc[n+]([O-])c3)cc(N3CCCCC3CCO)nc12. Cell line: NCIH460. Synergy scores: synergy=10.0. (7) Drug 1: Cc1nc(Nc2ncc(C(=O)Nc3c(C)cccc3Cl)s2)cc(N2CCN(CCO)CC2)n1. Drug 2: CCc1cnn2c(NCc3ccc[n+]([O-])c3)cc(N3CCCCC3CCO)nc12. Cell line: DLD1. Synergy scores: synergy=22.3. (8) Drug 1: CN(C)C(=N)N=C(N)N. Drug 2: C=CCn1c(=O)c2cnc(Nc3ccc(N4CCN(C)CC4)cc3)nc2n1-c1cccc(C(C)(C)O)n1. Cell line: ZR751. Synergy scores: synergy=-17.1. (9) Drug 1: NC1CCCCC1N.O=C(O)C(=O)O.[Pt+2]. Drug 2: Cn1cc(-c2cnn3c(N)c(Br)c(C4CCCNC4)nc23)cn1. Cell line: SW620. Synergy scores: synergy=-3.86.